This data is from Full USPTO retrosynthesis dataset with 1.9M reactions from patents (1976-2016). The task is: Predict the reactants needed to synthesize the given product. (1) Given the product [Cl:1][C:2]1[C:11]([C:12](=[O:14])[CH3:13])=[CH:10][C:9]2[C:4](=[C:5]([Cl:15])[CH:6]=[CH:7][CH:8]=2)[N:3]=1, predict the reactants needed to synthesize it. The reactants are: [Cl:1][C:2]1[C:11]([CH:12]([OH:14])[CH3:13])=[CH:10][C:9]2[C:4](=[C:5]([Cl:15])[CH:6]=[CH:7][CH:8]=2)[N:3]=1. (2) Given the product [CH:1]1[N:6]=[C:5]([Cl:7])[C:4]2[N:8]=[CH:9][N:10]([C@@H:11]3[O:15][C@H:14]([CH2:16][O:17][P:27]([OH:31])([OH:29])=[O:28])[C@@H:13]([OH:18])[C@H:12]3[OH:19])[C:3]=2[N:2]=1, predict the reactants needed to synthesize it. The reactants are: [CH:1]1[N:6]=[C:5]([Cl:7])[C:4]2[N:8]=[CH:9][N:10]([C@@H:11]3[O:15][C@H:14]([CH2:16][OH:17])[C@@H:13]([OH:18])[C@H:12]3[OH:19])[C:3]=2[N:2]=1.P(Cl)(Cl)(Cl)=O.[OH-].[NH4+].[P:27](OC)([O:31]C)([O:29]C)=[O:28]. (3) Given the product [CH3:1][O:2][CH2:3][CH2:4][CH2:5][NH:6][C:7]1[CH:12]=[C:11]([CH:13]([CH3:14])[CH3:15])[N:10]=[CH:9][C:8]=1[C:16]([N:22]([CH2:21][CH:20]([CH3:44])[CH3:19])[C@H:23]1[CH2:28][C@@H:27]([C:29]([N:31]2[CH2:36][CH2:35][O:34][CH2:33][CH2:32]2)=[O:30])[CH2:26][N:25]([C:37]([O:39][C:40]([CH3:41])([CH3:42])[CH3:43])=[O:38])[CH2:24]1)=[O:18], predict the reactants needed to synthesize it. The reactants are: [CH3:1][O:2][CH2:3][CH2:4][CH2:5][NH:6][C:7]1[CH:12]=[C:11]([CH:13]([CH3:15])[CH3:14])[N:10]=[CH:9][C:8]=1[C:16]([OH:18])=O.[CH3:19][CH:20]([CH3:44])[CH2:21][NH:22][C@H:23]1[CH2:28][C@@H:27]([C:29]([N:31]2[CH2:36][CH2:35][O:34][CH2:33][CH2:32]2)=[O:30])[CH2:26][N:25]([C:37]([O:39][C:40]([CH3:43])([CH3:42])[CH3:41])=[O:38])[CH2:24]1.C(N(C(C)C)CC)(C)C.F[P-](F)(F)(F)(F)F.ClC(N(C)C)=[N+](C)C.C(=O)([O-])O.[Na+].